From a dataset of Reaction yield outcomes from USPTO patents with 853,638 reactions. Predict the reaction yield, written as a fraction of the theoretical maximum amount of product (1.0 means a 100% yield; for example, 0.34 means a 34% yield). (1) The reactants are [CH3:1][NH:2][C:3]1[CH:4]=[C:5]([CH:9]=[CH:10][C:11]=1[N+:12]([O-:14])=[O:13])[C:6]([OH:8])=O.C1CN([P+](ON2N=N[C:34]3[CH:35]=[CH:36][CH:37]=[CH:38][C:33]2=3)(N2CCCC2)N2CCCC2)CC1.F[P-](F)(F)(F)(F)F.O.O[C:50]1[C:58]2N=NNC=2C=[CH:52][CH:51]=1.C[N:60]1CCO[CH2:62][CH2:61]1. The catalyst is CN(C)C=O. The product is [CH3:1][NH:2][C:3]1[CH:4]=[C:5]([CH:9]=[CH:10][C:11]=1[N+:12]([O-:14])=[O:13])[C:6]([NH:60][CH2:61][CH2:62][C:35]1[C:34]2[C:33](=[CH:58][CH:50]=[CH:51][CH:52]=2)[CH:38]=[CH:37][CH:36]=1)=[O:8]. The yield is 0.920. (2) The reactants are [CH3:1][C:2]1[CH:10]=[CH:9][C:5]([C:6]([OH:8])=O)=[CH:4][C:3]=1[C:11]1[NH:15][C:14]2[CH2:16][O:17][CH2:18][CH2:19][C:13]=2[N:12]=1.[CH3:20]CN=C=NCCCN(C)C.Cl.[NH:32]1[CH2:37][CH2:36][CH:35]([C:38]2[CH:45]=[CH:44][C:41]([C:42]#[N:43])=[CH:40][CH:39]=2)[CH2:34][CH2:33]1. The catalyst is CN(C1C=CN=CC=1)C.CN(C=O)C.C(Cl)Cl. The product is [CH3:20][C:44]1[CH:45]=[C:38]([CH:35]2[CH2:36][CH2:37][N:32]([C:6](=[O:8])[C:5]3[CH:9]=[CH:10][C:2]([CH3:1])=[C:3]([C:11]4[NH:15][C:14]5[CH2:16][O:17][CH2:18][CH2:19][C:13]=5[N:12]=4)[CH:4]=3)[CH2:33][CH2:34]2)[CH:39]=[CH:40][C:41]=1[C:42]#[N:43]. The yield is 0.340. (3) The reactants are [CH3:1][C:2]1[CH:10]=[CH:9][CH:8]=[CH:7][C:3]=1[C:4](Cl)=[O:5].[C:11]([C:13]1[CH:14]=[C:15]([NH2:19])[CH:16]=[CH:17][CH:18]=1)#[CH:12].CCN(CC)CC. The catalyst is C1COCC1. The product is [C:11]([C:13]1[CH:14]=[C:15]([NH:19][C:4](=[O:5])[C:3]2[CH:7]=[CH:8][CH:9]=[CH:10][C:2]=2[CH3:1])[CH:16]=[CH:17][CH:18]=1)#[CH:12]. The yield is 0.880.